From a dataset of Reaction yield outcomes from USPTO patents with 853,638 reactions. Predict the reaction yield, written as a fraction of the theoretical maximum amount of product (1.0 means a 100% yield; for example, 0.34 means a 34% yield). (1) The reactants are [CH3:1][C:2]1[C:3]([C:7]([O:9][CH3:10])=[O:8])=[CH:4][S:5][CH:6]=1.C1C(=O)N([I:18])C(=O)C1.CCOC(C)=O. The catalyst is CN(C=O)C. The product is [I:18][C:6]1[S:5][CH:4]=[C:3]([C:7]([O:9][CH3:10])=[O:8])[C:2]=1[CH3:1]. The yield is 0.476. (2) The reactants are [CH3:1][O:2][C:3]1[CH:8]=[CH:7][C:6]([CH:9]=[CH:10][C:11]([OH:13])=O)=[CH:5][CH:4]=1.[CH3:14][CH:15]([CH3:22])[CH2:16][CH:17]([NH2:21])[CH2:18][CH2:19][CH3:20]. No catalyst specified. The product is [CH3:1][O:2][C:3]1[CH:4]=[CH:5][C:6]([CH:9]=[CH:10][C:11]([NH:21][CH:17]([CH2:18][CH2:19][CH3:20])[CH2:16][CH:15]([CH3:22])[CH3:14])=[O:13])=[CH:7][CH:8]=1. The yield is 0.650. (3) The reactants are [C:1]1(=O)[CH2:5][CH:4]=[CH:3][CH2:2]1.[CH3:7][CH:8]([CH3:17])[C@H:9]([NH2:16])[CH2:10][N:11]1[CH2:15][CH2:14][CH2:13][CH2:12]1.C([BH3-])#N.[Na+].C(O)(=O)C.CCN(C(C)C)C(C)C.[Cl:35][C:36]1[CH:44]=[CH:43][C:39]([C:40](Cl)=[O:41])=[CH:38][CH:37]=1. The catalyst is C1COCC1.C(Cl)Cl.CO.O. The product is [Cl:35][C:36]1[CH:44]=[CH:43][C:39]([C:40]([N:16]([CH:1]2[CH2:5][CH2:4][CH2:3][CH2:2]2)[C@@H:9]([CH:8]([CH3:17])[CH3:7])[CH2:10][N:11]2[CH2:15][CH2:14][CH2:13][CH2:12]2)=[O:41])=[CH:38][CH:37]=1. The yield is 0.0700.